Dataset: Forward reaction prediction with 1.9M reactions from USPTO patents (1976-2016). Task: Predict the product of the given reaction. Given the reactants C=CC[O:4][C@H:5](C1C2C(=CC=CC=2)N=CC=1)[C@H:6]1[N+:11]2(CC3C=CC=CC=3)C[C@H](C=C)[C@@H](CC2)[CH2:7]1.[Br-].[OH-:34].[K+].[CH3:36][O:37][C:38]1[CH:45]=[CH:44][C:41]([CH2:42]Br)=[CH:40][CH:39]=1.[C:46]1([CH3:52])[CH:51]=CC=C[CH:47]=1, predict the reaction product. The product is: [NH2:11][C:6]([CH3:7])([CH2:42][C:41]1[CH:44]=[CH:45][C:38]([O:37][CH3:36])=[CH:39][CH:40]=1)[C:5]([O:34][C:46]([CH3:47])([CH3:51])[CH3:52])=[O:4].